From a dataset of Forward reaction prediction with 1.9M reactions from USPTO patents (1976-2016). Predict the product of the given reaction. (1) The product is: [Cl:21][C:22]1[CH:23]=[CH:24][C:25]([CH:28]([C:30]2[CH:35]=[CH:34][C:33]([CH3:36])=[CH:32][C:31]=2[CH3:37])[NH:29][C:17](=[O:19])[CH2:16][C:13]2[CH:12]=[CH:11][C:10]([O:9][CH2:8][CH2:7][C:6]3[C:2]([CH3:1])=[N:3][O:4][C:5]=3[CH3:20])=[CH:15][CH:14]=2)=[CH:26][CH:27]=1. Given the reactants [CH3:1][C:2]1[C:6]([CH2:7][CH2:8][O:9][C:10]2[CH:15]=[CH:14][C:13]([CH2:16][C:17]([OH:19])=O)=[CH:12][CH:11]=2)=[C:5]([CH3:20])[O:4][N:3]=1.[Cl:21][C:22]1[CH:27]=[CH:26][C:25]([CH:28]([C:30]2[CH:35]=[CH:34][C:33]([CH3:36])=[CH:32][C:31]=2[CH3:37])[NH2:29])=[CH:24][CH:23]=1, predict the reaction product. (2) Given the reactants [N:1]1([C:7]([NH:9][C:10]2([C:16]([O:18]CC3C=CC=CC=3)=[O:17])[CH2:15][CH2:14][CH2:13][CH2:12][CH2:11]2)=[O:8])[CH2:6][CH2:5][O:4][CH2:3][CH2:2]1, predict the reaction product. The product is: [N:1]1([C:7]([NH:9][C:10]2([C:16]([OH:18])=[O:17])[CH2:15][CH2:14][CH2:13][CH2:12][CH2:11]2)=[O:8])[CH2:6][CH2:5][O:4][CH2:3][CH2:2]1. (3) The product is: [NH2:1][C:4]1[CH:5]=[CH:6][C:7]([CH2:10][CH2:11][CH2:12][CH2:13][OH:14])=[CH:8][CH:9]=1. Given the reactants [N+:1]([C:4]1[CH:9]=[CH:8][C:7]([CH2:10][CH2:11][CH2:12][CH2:13][OH:14])=[CH:6][CH:5]=1)([O-])=O.[H][H], predict the reaction product. (4) The product is: [CH3:1][O:2][C:3]1[CH:4]=[CH:5][C:6]([NH:9][C:10]2[C:11]([NH2:20])=[C:12]([C:16]([F:17])([F:19])[F:18])[CH:13]=[CH:14][CH:15]=2)=[CH:7][CH:8]=1. Given the reactants [CH3:1][O:2][C:3]1[CH:8]=[CH:7][C:6]([NH:9][C:10]2[CH:15]=[CH:14][CH:13]=[C:12]([C:16]([F:19])([F:18])[F:17])[C:11]=2[N+:20]([O-])=O)=[CH:5][CH:4]=1, predict the reaction product. (5) Given the reactants [NH:1]1[CH:5]=[C:4]([CH:6]2[C:14]3[C:9](=[C:10]([CH3:18])[C:11]([CH3:17])=[C:12]([O:15][CH3:16])[CH:13]=3)[CH:8]([OH:19])[CH2:7]2)[N:3]=[CH:2]1.[CH2:20](O)[CH3:21], predict the reaction product. The product is: [CH2:20]([O:19][CH:8]1[C:9]2[C:14](=[CH:13][C:12]([O:15][CH3:16])=[C:11]([CH3:17])[C:10]=2[CH3:18])[CH:6]([C:4]2[N:3]=[CH:2][NH:1][CH:5]=2)[CH2:7]1)[CH3:21]. (6) Given the reactants Cl[C:2]1[C:11]2[C:6](=[CH:7][CH:8]=[CH:9][CH:10]=2)[CH:5]=[CH:4][N:3]=1.[CH3:12][C:13]1[C:18]([O:19][C:20]2[N:25]=[CH:24][C:23]([NH2:26])=[CH:22][CH:21]=2)=[CH:17][CH:16]=[CH:15][N:14]=1.C(=O)([O-])[O-].[K+].[K+], predict the reaction product. The product is: [C:2]1([NH:26][C:23]2[CH:24]=[N:25][C:20]([O:19][C:18]3[C:13]([CH3:12])=[N:14][CH:15]=[CH:16][CH:17]=3)=[CH:21][CH:22]=2)[C:11]2[C:6](=[CH:7][CH:8]=[CH:9][CH:10]=2)[CH:5]=[CH:4][N:3]=1.